Task: Predict the reaction yield, written as a fraction of the theoretical maximum amount of product (1.0 means a 100% yield; for example, 0.34 means a 34% yield).. Dataset: Reaction yield outcomes from USPTO patents with 853,638 reactions (1) The product is [OH:12][C:6]1[CH:5]=[C:4]([CH:9]=[C:8]([O:10][CH3:14])[C:7]=1[OH:11])[C:3]([O:2][CH3:1])=[O:13]. The reactants are [CH3:1][O:2][C:3](=[O:13])[C:4]1[CH:9]=[C:8]([OH:10])[C:7]([OH:11])=[C:6]([OH:12])[CH:5]=1.[CH3:14]OS(OC)(=O)=O.[OH-].[Na+]. The yield is 0.470. The catalyst is O. (2) The reactants are [CH:1]1([N:4]([C:12]2[C:13]3[N:14]([C:26](/[CH:29]=[C:30]4\[NH:31][C:32](=[O:36])[NH:33][C:34]\4=[O:35])=[CH:27][N:28]=3)[CH:15]=[C:16]([C:18]#[C:19][C:20]3[CH:25]=[CH:24][CH:23]=[CH:22][CH:21]=3)[N:17]=2)C(=O)OC(C)(C)C)[CH2:3][CH2:2]1. The catalyst is ClCCl.FC(F)(F)C(O)=O. The product is [CH:1]1([NH:4][C:12]2[C:13]3[N:14]([C:26](/[CH:29]=[C:30]4/[C:34](=[O:35])[NH:33][C:32](=[O:36])[NH:31]/4)=[CH:27][N:28]=3)[CH:15]=[C:16]([C:18]#[C:19][C:20]3[CH:21]=[CH:22][CH:23]=[CH:24][CH:25]=3)[N:17]=2)[CH2:3][CH2:2]1. The yield is 0.630. (3) The reactants are [C:1]([C:4]1[CH:5]=[CH:6][C:7]([C:22]2[CH:27]=[CH:26][CH:25]=[CH:24][C:23]=2[F:28])=[C:8]2[C:16]=1[NH:15][C:14]1[CH:13]=[C:12]([C:17]([O:19]CC)=[O:18])[CH:11]=[CH:10][C:9]2=1)(=[O:3])[NH2:2].O.[OH-].[Li+]. The catalyst is C1COCC1.C(O)C.O. The product is [C:1]([C:4]1[CH:5]=[CH:6][C:7]([C:22]2[CH:27]=[CH:26][CH:25]=[CH:24][C:23]=2[F:28])=[C:8]2[C:16]=1[NH:15][C:14]1[CH:13]=[C:12]([C:17]([OH:19])=[O:18])[CH:11]=[CH:10][C:9]2=1)(=[O:3])[NH2:2]. The yield is 0.710.